Dataset: Forward reaction prediction with 1.9M reactions from USPTO patents (1976-2016). Task: Predict the product of the given reaction. Given the reactants CCN(C(C)C)C(C)C.Cl.[CH2:11]([O:18][C:19]1[CH:25]=[CH:24][C:22]([NH2:23])=[CH:21][CH:20]=1)[C:12]1[CH:17]=[CH:16][CH:15]=[CH:14][CH:13]=1.[NH:26]1[C:34]2[C:29](=[CH:30][CH:31]=[CH:32][CH:33]=2)[C:28]([C:35](O)=[O:36])=[N:27]1.CN(C(ON1N=NC2C=CC=CC1=2)=[N+](C)C)C.F[P-](F)(F)(F)(F)F.C(=O)(O)[O-].[Na+], predict the reaction product. The product is: [CH2:11]([O:18][C:19]1[CH:20]=[CH:21][C:22]([NH:23][C:35]([C:28]2[C:29]3[C:34](=[CH:33][CH:32]=[CH:31][CH:30]=3)[NH:26][N:27]=2)=[O:36])=[CH:24][CH:25]=1)[C:12]1[CH:13]=[CH:14][CH:15]=[CH:16][CH:17]=1.